The task is: Predict which catalyst facilitates the given reaction.. This data is from Catalyst prediction with 721,799 reactions and 888 catalyst types from USPTO. (1) Reactant: [CH3:1][C@H:2]1[N:7]2[C:8]3[CH:9]=[C:10]([C:15]([O:17]CC)=[O:16])[CH:11]=[CH:12][C:13]=3[CH:14]=[C:6]2[C:5](=[O:20])[NH:4][CH2:3]1.[OH-].[Na+].Cl. Product: [CH3:1][C@H:2]1[N:7]2[C:8]3[CH:9]=[C:10]([C:15]([OH:17])=[O:16])[CH:11]=[CH:12][C:13]=3[CH:14]=[C:6]2[C:5](=[O:20])[NH:4][CH2:3]1. The catalyst class is: 8. (2) Reactant: C([O:3][C:4](=O)[CH:5]([CH2:11][CH:12]=[CH2:13])[C:6](OCC)=[O:7])C.C[O-].[Na+].C(O)(=O)C.[CH:22]([NH2:24])=[NH:23]. Product: [CH2:11]([C:5]1[C:6](=[O:7])[NH:24][CH:22]=[N:23][C:4]=1[OH:3])[CH:12]=[CH2:13]. The catalyst class is: 8. (3) Reactant: [N:1]([CH2:4][CH:5]1[CH2:9][C:8]2[CH:10]=[CH:11][CH:12]=[C:13]([C:14]3[CH:19]=[CH:18][CH:17]=[C:16]([O:20][CH3:21])[CH:15]=3)[C:7]=2[O:6]1)=[N+]=[N-]. Product: [CH3:21][O:20][C:16]1[CH:15]=[C:14]([C:13]2[C:7]3[O:6][CH:5]([CH2:4][NH2:1])[CH2:9][C:8]=3[CH:10]=[CH:11][CH:12]=2)[CH:19]=[CH:18][CH:17]=1. The catalyst class is: 45. (4) Reactant: [C:1]([O:4][C:5]1[CH:6]=[C:7]([CH:11]=[CH:12][CH:13]=1)[C:8]([OH:10])=O)(=[O:3])[CH3:2].[F:14][C:15]([F:24])([F:23])[C:16]1[CH:17]=[C:18]([CH:20]=[CH:21][CH:22]=1)[NH2:19].C(N(C(C)C)C(C)C)C. The catalyst class is: 309. Product: [C:1]([O:4][C:5]1[CH:13]=[CH:12][CH:11]=[C:7]([C:8]([NH:19][C:18]2[CH:20]=[CH:21][CH:22]=[C:16]([C:15]([F:14])([F:23])[F:24])[CH:17]=2)=[O:10])[CH:6]=1)(=[O:3])[CH3:2].